From a dataset of Catalyst prediction with 721,799 reactions and 888 catalyst types from USPTO. Predict which catalyst facilitates the given reaction. (1) Reactant: [C:1]([NH:4][C:5]([CH2:16][C:17]([C:19]1[CH:24]=[CH:23][C:22]([O:25][C:26]2[CH:31]=[CH:30][C:29]([C:32](=O)[CH2:33][O:34][C:35](=O)[CH2:36][CH2:37][CH3:38])=[CH:28][CH:27]=2)=[CH:21][CH:20]=1)=[O:18])([C:11]([O:13][CH2:14][CH3:15])=[O:12])[C:6]([O:8][CH2:9][CH3:10])=[O:7])(=[O:3])[CH3:2].C([NH2:44])(=O)C.B(F)(F)F.CCOCC. Product: [C:1]([NH:4][C:5]([CH2:16][C:17](=[O:18])[C:19]1[CH:20]=[CH:21][C:22]([O:25][C:26]2[CH:27]=[CH:28][C:29]([C:32]3[N:44]=[C:35]([CH2:36][CH2:37][CH3:38])[O:34][CH:33]=3)=[CH:30][CH:31]=2)=[CH:23][CH:24]=1)([C:11]([O:13][CH2:14][CH3:15])=[O:12])[C:6]([O:8][CH2:9][CH3:10])=[O:7])(=[O:3])[CH3:2]. The catalyst class is: 113. (2) Reactant: [F:1][C:2]1[CH:7]=[CH:6][CH:5]=[C:4]([F:8])[C:3]=1[C:9]([NH:11][C:12]1[CH:16]=[CH:15][N:14]([CH2:17][C:18]2[CH:26]=[CH:25][C:21]([C:22](O)=[O:23])=[CH:20][C:19]=2[C:27]([F:30])([F:29])[F:28])[N:13]=1)=[O:10]. Product: [F:8][C:4]1[CH:5]=[CH:6][CH:7]=[C:2]([F:1])[C:3]=1[C:9]([NH:11][C:12]1[CH:16]=[CH:15][N:14]([CH2:17][C:18]2[CH:26]=[CH:25][C:21]([CH2:22][OH:23])=[CH:20][C:19]=2[C:27]([F:28])([F:30])[F:29])[N:13]=1)=[O:10]. The catalyst class is: 1. (3) Reactant: [NH2:1][CH2:2][CH:3]1[CH2:6][CH:5]([N:7]([CH2:9][C@@H:10]2[C@H:14]3[O:15][C:16]([CH3:19])([CH3:18])[O:17][C@H:13]3[C@H:12]([N:20]3[CH:28]=[N:27][C:26]4[C:21]3=[N:22][CH:23]=[N:24][C:25]=4[NH2:29])[O:11]2)[CH3:8])[CH2:4]1.[C:30]([C:34]1[CH:39]=[CH:38][C:37]([N:40]=[C:41]=[O:42])=[CH:36][CH:35]=1)([CH3:33])([CH3:32])[CH3:31]. Product: [NH2:29][C:25]1[N:24]=[CH:23][N:22]=[C:21]2[C:26]=1[N:27]=[CH:28][N:20]2[C@H:12]1[C@@H:13]2[O:17][C:16]([CH3:19])([CH3:18])[O:15][C@@H:14]2[C@@H:10]([CH2:9][N:7]([CH3:8])[CH:5]2[CH2:4][CH:3]([CH2:2][NH:1][C:41]([NH:40][C:37]3[CH:38]=[CH:39][C:34]([C:30]([CH3:33])([CH3:32])[CH3:31])=[CH:35][CH:36]=3)=[O:42])[CH2:6]2)[O:11]1. The catalyst class is: 2. (4) Product: [OH:8][CH:5]1[CH2:6][CH2:7][CH:2]([N:1]2[C:9](=[O:10])[C:17]3[C:12](=[CH:13][CH:14]=[CH:15][CH:16]=3)[C:11]2=[O:18])[CH2:3][CH2:4]1. Reactant: [NH2:1][CH:2]1[CH2:7][CH2:6][CH:5]([OH:8])[CH2:4][CH2:3]1.[C:9]1(=O)[C:17]2[C:12](=[CH:13][CH:14]=[CH:15][CH:16]=2)[C:11](=[O:18])[O:10]1. The catalyst class is: 14.